Predict the reactants needed to synthesize the given product. From a dataset of Full USPTO retrosynthesis dataset with 1.9M reactions from patents (1976-2016). (1) Given the product [Cl:9][CH2:10][C:11]1[N:1]=[C:2]2[CH:7]=[CH:6][C:5]([F:8])=[CH:4][N:3]2[C:13](=[O:14])[CH:12]=1, predict the reactants needed to synthesize it. The reactants are: [NH2:1][C:2]1[CH:7]=[CH:6][C:5]([F:8])=[CH:4][N:3]=1.[Cl:9][CH2:10][C:11](=O)[CH2:12][C:13](OCC)=[O:14]. (2) Given the product [CH2:31]([C:21]1[CH:22]=[C:23]([C:27]([O:29][CH3:30])=[O:28])[C:24](=[O:26])[NH:25][C:20]=1[C:17]1[CH:16]=[CH:15][C:14]([N:11]2[CH2:12][CH2:13][CH:9]([OH:8])[CH2:10]2)=[CH:19][CH:18]=1)[CH3:32], predict the reactants needed to synthesize it. The reactants are: C([O:8][CH:9]1[CH2:13][CH2:12][N:11]([C:14]2[CH:19]=[CH:18][C:17]([C:20]3[NH:25][C:24](=[O:26])[C:23]([C:27]([O:29][CH3:30])=[O:28])=[CH:22][C:21]=3[CH2:31][CH3:32])=[CH:16][CH:15]=2)[CH2:10]1)C1C=CC=CC=1.